From a dataset of Full USPTO retrosynthesis dataset with 1.9M reactions from patents (1976-2016). Predict the reactants needed to synthesize the given product. (1) The reactants are: [Cl:1][C:2]1[C:14]([Cl:15])=[C:13]([CH2:16][CH2:17][CH:18]([OH:34])[C:19]2[S:20][C:21]([C:24]3[CH:29]=[CH:28][C:27]([C:30]([F:33])([F:32])[F:31])=[CH:26][CH:25]=3)=[CH:22][CH:23]=2)[CH:12]=[CH:11][C:3]=1[O:4][C:5]([CH3:10])([CH3:9])[C:6]([OH:8])=[O:7].[H-].[Na+].I[CH2:38][CH3:39]. Given the product [Cl:1][C:2]1[C:14]([Cl:15])=[C:13]([CH2:16][CH2:17][CH:18]([O:34][CH2:38][CH3:39])[C:19]2[S:20][C:21]([C:24]3[CH:25]=[CH:26][C:27]([C:30]([F:31])([F:32])[F:33])=[CH:28][CH:29]=3)=[CH:22][CH:23]=2)[CH:12]=[CH:11][C:3]=1[O:4][C:5]([CH3:9])([CH3:10])[C:6]([OH:8])=[O:7], predict the reactants needed to synthesize it. (2) Given the product [F:1][C:2]1[CH:22]=[C:21]([F:23])[CH:20]=[CH:19][C:3]=1[CH2:4][N:5]1[C:9]2=[CH:10][N:11]=[C:12]([C:53]([NH:51][OH:34])=[O:54])[CH:13]=[C:8]2[CH:7]=[CH:6]1, predict the reactants needed to synthesize it. The reactants are: [F:1][C:2]1[CH:22]=[C:21]([F:23])[CH:20]=[CH:19][C:3]=1[CH2:4][N:5]1[C:9]2=[CH:10][N:11](C(OCC)=O)[CH:12]=[CH:13][C:8]2=[CH:7][CH2:6]1.N1C2=CN=C(C(OCC)=[O:34])C=C2C=C1.[H-].[Na+].FC1C=C(F)C=CC=1CBr.C[N:51]([CH:53]=[O:54])C.